Dataset: Cav3 T-type calcium channel HTS with 100,875 compounds. Task: Binary Classification. Given a drug SMILES string, predict its activity (active/inactive) in a high-throughput screening assay against a specified biological target. The drug is OC1C(C2C(C3C(C4(C(C5C(CC4)(CCC(C5)(C)C)C(O)=O)=CC3)C)(CC2)C)(CC1)C)(C)C. The result is 0 (inactive).